This data is from Reaction yield outcomes from USPTO patents with 853,638 reactions. The task is: Predict the reaction yield, written as a fraction of the theoretical maximum amount of product (1.0 means a 100% yield; for example, 0.34 means a 34% yield). The reactants are [CH:1]1([N:7]([CH:19]2[CH2:24][CH2:23][CH2:22][CH2:21][CH2:20]2)[C:8](=[O:18])[NH:9][C:10]2[S:11][C:12]([C:15](O)=[O:16])=[CH:13][N:14]=2)[CH2:6][CH2:5][CH2:4][CH2:3][CH2:2]1.Cl.[CH3:26][O:27][C:28](=[O:31])[CH2:29][NH2:30]. No catalyst specified. The product is [CH3:26][O:27][C:28](=[O:31])[CH2:29][NH:30][C:15]([C:12]1[S:11][C:10]([NH:9][C:8]([N:7]([CH:19]2[CH2:24][CH2:23][CH2:22][CH2:21][CH2:20]2)[CH:1]2[CH2:6][CH2:5][CH2:4][CH2:3][CH2:2]2)=[O:18])=[N:14][CH:13]=1)=[O:16]. The yield is 0.750.